From a dataset of Full USPTO retrosynthesis dataset with 1.9M reactions from patents (1976-2016). Predict the reactants needed to synthesize the given product. (1) Given the product [F:41][CH2:42][CH2:43][O:1][CH2:2][C:3]1[CH:4]=[CH:5][C:6]([N:9]2[CH2:10][CH2:11][N:12]([C:15]([O:17][C:18]([CH3:21])([CH3:20])[CH3:19])=[O:16])[CH2:13][CH2:14]2)=[CH:7][CH:8]=1, predict the reactants needed to synthesize it. The reactants are: [OH:1][CH2:2][C:3]1[CH:8]=[CH:7][C:6]([N:9]2[CH2:14][CH2:13][N:12]([C:15]([O:17][C:18]([CH3:21])([CH3:20])[CH3:19])=[O:16])[CH2:11][CH2:10]2)=[CH:5][CH:4]=1.C1(P(C2C=CC=CC=2)C2C=CC=CC=2)C=CC=CC=1.[F:41][CH2:42][CH2:43]O.CC(OC(/N=N/C(OC(C)C)=O)=O)C. (2) Given the product [Br:2][C:3]1[CH:4]=[C:5]([NH:11][C:12]2[N:17]=[CH:16][C:15]([N:18]3[CH2:23][CH2:22][NH:21][CH2:20][C:19]3=[O:31])=[CH:14][CH:13]=2)[C:6](=[O:10])[N:7]([CH3:9])[CH:8]=1, predict the reactants needed to synthesize it. The reactants are: Cl.[Br:2][C:3]1[CH:4]=[C:5]([NH:11][C:12]2[N:17]=[CH:16][C:15]([N:18]3[CH2:23][CH2:22][N:21](C(OC(C)(C)C)=O)[CH2:20][C:19]3=[O:31])=[CH:14][CH:13]=2)[C:6](=[O:10])[N:7]([CH3:9])[CH:8]=1. (3) Given the product [CH3:13][O:12][C:9]1[CH:10]=[C:11]2[C:6](=[CH:7][C:8]=1[O:14][CH3:15])[N:5]=[N:4][CH:3]=[C:2]2[N:16]1[CH2:21][CH2:20][CH2:19][CH:18]([CH2:22][N:23]2[CH2:27][CH2:26][CH2:25][C:24]2=[O:28])[CH2:17]1, predict the reactants needed to synthesize it. The reactants are: Br[C:2]1[C:11]2[C:6](=[CH:7][C:8]([O:14][CH3:15])=[C:9]([O:12][CH3:13])[CH:10]=2)[N:5]=[N:4][CH:3]=1.[NH:16]1[CH2:21][CH2:20][CH2:19][CH:18]([CH2:22][N:23]2[CH2:27][CH2:26][CH2:25][C:24]2=[O:28])[CH2:17]1.CC1(C)C2C=CC=C(P(C3C=CC=CC=3)C3C=CC=CC=3)C=2OC2C1=CC=CC=2P(C1C=CC=CC=1)C1C=CC=CC=1.CC(C)([O-])C.[Na+].C1(C)C=CC=CC=1. (4) Given the product [CH3:31][C:23]1([CH3:32])[CH:24]([C:27]([OH:29])=[O:28])[CH2:25][CH:26]=[C:21]([C:33]2[N:34]=[CH:35][N:36]([C:2]3[CH:3]=[C:4]([NH:9][C:10]4[N:15]=[C:14]([C:16]([F:19])([F:18])[F:17])[CH:13]=[CH:12][N:11]=4)[CH:5]=[C:6]([CH3:8])[CH:7]=3)[CH:37]=2)[CH2:22]1, predict the reactants needed to synthesize it. The reactants are: I[C:2]1[CH:3]=[C:4]([NH:9][C:10]2[N:15]=[C:14]([C:16]([F:19])([F:18])[F:17])[CH:13]=[CH:12][N:11]=2)[CH:5]=[C:6]([CH3:8])[CH:7]=1.O[C:21]1([C:33]2[N:34]=[CH:35][NH:36][CH:37]=2)[CH2:26][CH2:25][CH:24]([C:27]([O:29]C)=[O:28])[C:23]([CH3:32])([CH3:31])[CH2:22]1.C([O-])([O-])=O.[K+].[K+].N1CCC[C@H]1C(O)=O.